From a dataset of NCI-60 drug combinations with 297,098 pairs across 59 cell lines. Regression. Given two drug SMILES strings and cell line genomic features, predict the synergy score measuring deviation from expected non-interaction effect. Drug 1: CC1=C2C(C(=O)C3(C(CC4C(C3C(C(C2(C)C)(CC1OC(=O)C(C(C5=CC=CC=C5)NC(=O)OC(C)(C)C)O)O)OC(=O)C6=CC=CC=C6)(CO4)OC(=O)C)OC)C)OC. Drug 2: CC(C)(C#N)C1=CC(=CC(=C1)CN2C=NC=N2)C(C)(C)C#N. Cell line: ACHN. Synergy scores: CSS=29.7, Synergy_ZIP=0.445, Synergy_Bliss=-0.933, Synergy_Loewe=-20.1, Synergy_HSA=0.275.